From a dataset of Catalyst prediction with 721,799 reactions and 888 catalyst types from USPTO. Predict which catalyst facilitates the given reaction. (1) Reactant: O=C1C2C(=CC=CC=2)C(=O)[N:3]1[CH2:12][CH2:13][CH2:14][N:15]([CH:28]([CH3:30])[CH3:29])[S:16]([C:19]1[CH:24]=[CH:23][CH:22]=[CH:21][C:20]=1[N+:25]([O-:27])=[O:26])(=[O:18])=[O:17].O.NN.C(O)C. Product: [NH2:3][CH2:12][CH2:13][CH2:14][N:15]([CH:28]([CH3:30])[CH3:29])[S:16]([C:19]1[CH:24]=[CH:23][CH:22]=[CH:21][C:20]=1[N+:25]([O-:27])=[O:26])(=[O:17])=[O:18]. The catalyst class is: 27. (2) Reactant: [CH3:1][C:2]([CH3:4])=O.[BH-](OC(C)=O)(OC(C)=O)OC(C)=O.[Na+].[N:19]1([C:25]2[CH:26]=[C:27]([OH:31])[CH:28]=[CH:29][CH:30]=2)[CH2:24][CH2:23][NH:22][CH2:21][CH2:20]1.C(=O)(O)[O-].[Na+]. Product: [CH:2]([N:22]1[CH2:21][CH2:20][N:19]([C:25]2[CH:26]=[C:27]([OH:31])[CH:28]=[CH:29][CH:30]=2)[CH2:24][CH2:23]1)([CH3:4])[CH3:1]. The catalyst class is: 1. (3) Reactant: [F:1][C:2]([F:18])([F:17])[C:3](O[C:6]1[C:11](F)=[C:10](F)[C:9](F)=[C:8](F)C=1F)=[O:4].[NH2:19][C:20]1[CH:24]=[C:23]([CH2:25][C:26]([OH:28])=O)[NH:22][N:21]=1.N1C=CC=CC=1.[F:35][C:36]1[C:42]([F:43])=[CH:41][CH:40]=[CH:39][C:37]=1[NH2:38].Cl. Product: [CH3:6][CH2:11][CH2:10][CH:9]([CH3:8])[CH3:20].[F:35][C:36]1[C:42]([F:43])=[CH:41][CH:40]=[CH:39][C:37]=1[NH:38][C:26](=[O:28])[CH2:25][C:23]1[NH:22][N:21]=[C:20]([NH:19][C:3](=[O:4])[C:2]([F:18])([F:17])[F:1])[CH:24]=1. The catalyst class is: 885. (4) Reactant: [CH3:1][O:2][C:3]1[C:4]([CH3:27])=[C:5]([C:18]([O:25][CH3:26])=[C:19]([O:23][CH3:24])[C:20]=1[O:21][CH3:22])[CH2:6][C:7]1[CH:8]=[CH:9][C:10]([OH:17])=[C:11]([CH:16]=1)[C:12]([O:14][CH3:15])=[O:13].[C:28]1(B(O)O)[CH:33]=[CH:32][CH:31]=[CH:30][CH:29]=1.C(N(CC)CC)C.N1C=CC=CC=1. Product: [CH3:1][O:2][C:3]1[C:4]([CH3:27])=[C:5]([C:18]([O:25][CH3:26])=[C:19]([O:23][CH3:24])[C:20]=1[O:21][CH3:22])[CH2:6][C:7]1[CH:8]=[CH:9][C:10]([O:17][C:28]2[CH:33]=[CH:32][CH:31]=[CH:30][CH:29]=2)=[C:11]([CH:16]=1)[C:12]([O:14][CH3:15])=[O:13]. The catalyst class is: 302. (5) Reactant: C(=O)([O-])[O-].[K+].[K+].[Cl:7][C:8]1[CH:13]=[CH:12][C:11]([C:14]2[N:15]([CH:20]3[CH2:22][CH2:21]3)[C:16](=[O:19])[NH:17][N:18]=2)=[CH:10][CH:9]=1.Cl[CH2:24][C:25]([O:27][CH2:28][CH3:29])=[O:26]. Product: [Cl:7][C:8]1[CH:9]=[CH:10][C:11]([C:14]2[N:15]([CH:20]3[CH2:22][CH2:21]3)[C:16](=[O:19])[N:17]([CH2:24][C:25]([O:27][CH2:28][CH3:29])=[O:26])[N:18]=2)=[CH:12][CH:13]=1. The catalyst class is: 10.